This data is from Peptide-MHC class II binding affinity with 134,281 pairs from IEDB. The task is: Regression. Given a peptide amino acid sequence and an MHC pseudo amino acid sequence, predict their binding affinity value. This is MHC class II binding data. The peptide sequence is QLQPFPQPELPY. The MHC is DRB1_0404 with pseudo-sequence DRB1_0404. The binding affinity (normalized) is 0.0504.